Predict the reaction yield, written as a fraction of the theoretical maximum amount of product (1.0 means a 100% yield; for example, 0.34 means a 34% yield). From a dataset of Reaction yield outcomes from USPTO patents with 853,638 reactions. (1) The reactants are O[CH:2]1[C:6]2[C:7]([CH3:21])=[C:8]([NH:13][C:14](=[O:20])[CH2:15][C:16]([CH3:19])([CH3:18])[CH3:17])[C:9]([CH3:12])=[C:10]([CH3:11])[C:5]=2[O:4][C:3]1([CH3:23])[CH3:22].[NH:24]1[CH2:28][CH2:27][CH2:26][CH2:25]1. The catalyst is C(OCC)(=O)C.CCCCCC. The product is [CH3:17][C:16]([CH3:18])([CH3:19])[CH2:15][C:14]([NH:13][C:8]1[C:7]([CH3:21])=[C:6]([CH3:2])[C:5]2[O:4][C:3]([CH3:23])([CH3:22])[CH:11]([N:24]3[CH2:28][CH2:27][CH2:26][CH2:25]3)[C:10]=2[C:9]=1[CH3:12])=[O:20]. The yield is 0.360. (2) The reactants are C[Si](C)(C)N[Si](C)(C)C.C([Li])CCC.CCCCCC.[C:21]([O:26][CH2:27][CH3:28])(=[O:25])[CH:22]([CH3:24])[CH3:23].[CH3:29][O:30][C:31]1[C:39]2[O:38][C:37]([CH3:41])([CH3:40])[CH2:36][C:35]=2[CH:34]=[C:33]([CH:42]=[O:43])[CH:32]=1.[Cl-].[NH4+]. The catalyst is O1CCCC1. The product is [CH2:27]([O:26][C:21](=[O:25])[C:22]([CH3:24])([CH3:23])[CH:42]([C:33]1[CH:32]=[C:31]([O:30][CH3:29])[C:39]2[O:38][C:37]([CH3:41])([CH3:40])[CH2:36][C:35]=2[CH:34]=1)[OH:43])[CH3:28]. The yield is 0.500.